Dataset: Reaction yield outcomes from USPTO patents with 853,638 reactions. Task: Predict the reaction yield, written as a fraction of the theoretical maximum amount of product (1.0 means a 100% yield; for example, 0.34 means a 34% yield). The reactants are C([O:4][C:5]1[CH:10]=[CH:9][C:8]([C:11](=[O:13])[CH3:12])=[CH:7][CH:6]=1)(=O)C.[CH3:14][Mg]Cl. The catalyst is C1COCC1. The product is [OH:13][C:11]([C:8]1[CH:7]=[CH:6][C:5]([OH:4])=[CH:10][CH:9]=1)([CH3:12])[CH3:14]. The yield is 0.470.